From a dataset of Peptide-MHC class I binding affinity with 185,985 pairs from IEDB/IMGT. Regression. Given a peptide amino acid sequence and an MHC pseudo amino acid sequence, predict their binding affinity value. This is MHC class I binding data. The peptide sequence is NPTQAPVIQLHAVY. The MHC is HLA-A01:01 with pseudo-sequence HLA-A01:01. The binding affinity (normalized) is 0.330.